This data is from Catalyst prediction with 721,799 reactions and 888 catalyst types from USPTO. The task is: Predict which catalyst facilitates the given reaction. (1) Reactant: C(OC([N:8]1[CH2:13][CH2:12][N:11]2[N:14]=[CH:15][C:16]([C:17](=[O:40])[NH:18][C:19]3[CH:24]=[CH:23][CH:22]=[C:21]([CH2:25][NH:26][C:27]4[C:36]5[C:31](=[C:32]([C:37](=[O:39])[NH2:38])[CH:33]=[CH:34][CH:35]=5)[N:30]=[CH:29][N:28]=4)[CH:20]=3)=[C:10]2[CH2:9]1)=O)(C)(C)C.Cl. Product: [N:14]1[N:11]2[CH2:12][CH2:13][NH:8][CH2:9][C:10]2=[C:16]([C:17]([NH:18][C:19]2[CH:20]=[C:21]([CH:22]=[CH:23][CH:24]=2)[CH2:25][NH:26][C:27]2[C:36]3[C:31](=[C:32]([C:37]([NH2:38])=[O:39])[CH:33]=[CH:34][CH:35]=3)[N:30]=[CH:29][N:28]=2)=[O:40])[CH:15]=1. The catalyst class is: 12. (2) Reactant: [F:1][C:2]1[CH:44]=[CH:43][C:5]([CH2:6][CH2:7][C:8]2[CH:28]=[CH:27][C:26]([O:29][CH:30]([C:38]3[S:39][CH:40]=[CH:41][N:42]=3)[CH2:31][C:32]3[N:36]([CH3:37])[CH:35]=[N:34][CH:33]=3)=[CH:25][C:9]=2[C:10]([NH:12][C@@H:13]([CH2:21][CH2:22][S:23][CH3:24])[C:14]([O:16]C(C)(C)C)=[O:15])=[O:11])=[CH:4][CH:3]=1. Product: [F:1][C:2]1[CH:44]=[CH:43][C:5]([CH2:6][CH2:7][C:8]2[CH:28]=[CH:27][C:26]([O:29][CH:30]([C:38]3[S:39][CH:40]=[CH:41][N:42]=3)[CH2:31][C:32]3[N:36]([CH3:37])[CH:35]=[N:34][CH:33]=3)=[CH:25][C:9]=2[C:10]([NH:12][C@@H:13]([CH2:21][CH2:22][S:23][CH3:24])[C:14]([OH:16])=[O:15])=[O:11])=[CH:4][CH:3]=1. The catalyst class is: 67.